From a dataset of Reaction yield outcomes from USPTO patents with 853,638 reactions. Predict the reaction yield, written as a fraction of the theoretical maximum amount of product (1.0 means a 100% yield; for example, 0.34 means a 34% yield). (1) The reactants are [NH2:1][C:2]1[CH:11]=[N:10][CH:9]=[CH:8][C:3]=1[C:4]([O:6]C)=O.C(N(C(C)C)CC)(C)C.Cl[C:22](Cl)([O:24]C(=O)OC(Cl)(Cl)Cl)Cl.[NH2:33][C:34]1[CH:53]=[CH:52][C:37]([CH2:38][C@@H:39]([C:48]([O:50][CH3:51])=[O:49])[NH:40][C:41]([O:43][C:44]([CH3:47])([CH3:46])[CH3:45])=[O:42])=[CH:36][CH:35]=1.C(=O)([O-])[O-].[K+].[K+]. The catalyst is C(Cl)Cl. The product is [C:44]([O:43][C:41]([NH:40][C@H:39]([C:48]([O:50][CH3:51])=[O:49])[CH2:38][C:37]1[CH:36]=[CH:35][C:34]([N:33]2[C:4](=[O:6])[C:3]3[CH:8]=[CH:9][N:10]=[CH:11][C:2]=3[NH:1][C:22]2=[O:24])=[CH:53][CH:52]=1)=[O:42])([CH3:45])([CH3:46])[CH3:47]. The yield is 0.430. (2) The reactants are [CH3:1][O:2][CH2:3][CH2:4][O:5][CH2:6][O:7][C:8]1[CH:13]=[CH:12][CH:11]=[CH:10][C:9]=1[N:14]1[CH2:19][CH2:18][NH:17][CH2:16][CH2:15]1.C(=O)([O-])[O-].[K+].[K+].Cl[CH2:27][C:28]([NH:30][C:31]1[CH:36]=[CH:35][CH:34]=[CH:33][N:32]=1)=[O:29].[I-].[Na+]. The catalyst is CN(C=O)C. The product is [CH3:1][O:2][CH2:3][CH2:4][O:5][CH2:6][O:7][C:8]1[CH:13]=[CH:12][CH:11]=[CH:10][C:9]=1[N:14]1[CH2:19][CH2:18][N:17]([CH2:27][C:28]([NH:30][C:31]2[CH:36]=[CH:35][CH:34]=[CH:33][N:32]=2)=[O:29])[CH2:16][CH2:15]1. The yield is 0.760. (3) The reactants are [CH3:1][C:2]1[O:3][C:4]2[CH:10]=[C:9]([N+:11]([O-])=O)[CH:8]=[CH:7][C:5]=2[N:6]=1. The catalyst is CC(O)=O.[Fe]. The product is [CH3:1][C:2]1[O:3][C:4]2[CH:10]=[C:9]([NH2:11])[CH:8]=[CH:7][C:5]=2[N:6]=1. The yield is 0.830. (4) The reactants are Br[C:2]1[CH:3]=[C:4]([F:9])[C:5]([Cl:8])=[N:6][CH:7]=1.[C:10](=[O:17])([O:12][C:13]([CH3:16])([CH3:15])[CH3:14])[NH2:11].C(=O)([O-])[O-].[Cs+].[Cs+]. The catalyst is O1CCOCC1.[Pd].[Pd].C(=CC(C=CC1C=CC=CC=1)=O)C1C=CC=CC=1.C(=CC(C=CC1C=CC=CC=1)=O)C1C=CC=CC=1.C(=CC(C=CC1C=CC=CC=1)=O)C1C=CC=CC=1.CC1(C)C2C(=C(P(C3C=CC=CC=3)C3C=CC=CC=3)C=CC=2)OC2C(P(C3C=CC=CC=3)C3C=CC=CC=3)=CC=CC1=2. The product is [C:13]([O:12][C:10](=[O:17])[NH:11][C:2]1[CH:7]=[N:6][C:5]([Cl:8])=[C:4]([F:9])[CH:3]=1)([CH3:16])([CH3:15])[CH3:14]. The yield is 0.860. (5) The reactants are [Cl:1][C:2]1[C:3]2[CH2:17][CH2:16][CH2:15][C:4]=2[N:5]=[C:6]([C:8]2[CH:13]=[CH:12][CH:11]=[C:10]([Cl:14])[CH:9]=2)[N:7]=1.[CH3:18][N:19]([CH3:29])[CH2:20][CH2:21][C:22]1[CH:28]=[CH:27][C:25]([NH2:26])=[CH:24][CH:23]=1. No catalyst specified. The product is [ClH:1].[Cl:14][C:10]1[CH:9]=[C:8]([C:6]2[N:7]=[C:2]([NH:26][C:25]3[CH:24]=[CH:23][C:22]([CH2:21][CH2:20][N:19]([CH3:18])[CH3:29])=[CH:28][CH:27]=3)[C:3]3[CH2:17][CH2:16][CH2:15][C:4]=3[N:5]=2)[CH:13]=[CH:12][CH:11]=1. The yield is 0.750. (6) The reactants are [O:1]1[CH2:6][CH2:5][C:4]([C:12]([O:14]CC)=[O:13])([C:7]([O:9]CC)=[O:8])[CH2:3][CH2:2]1.[OH-].[K+].O. The catalyst is C(O)C. The product is [O:1]1[CH2:2][CH2:3][C:4]([C:7]([OH:9])=[O:8])([C:12]([OH:14])=[O:13])[CH2:5][CH2:6]1. The yield is 0.902.